From a dataset of Reaction yield outcomes from USPTO patents with 853,638 reactions. Predict the reaction yield, written as a fraction of the theoretical maximum amount of product (1.0 means a 100% yield; for example, 0.34 means a 34% yield). (1) The reactants are [F:1][C:2]1[CH:7]=[CH:6][CH:5]=[CH:4][C:3]=1[C@H:8]([N:10]([CH2:23][C:24]1[CH:57]=[CH:56][C:27]([C:28]([NH:30][C@@H:31]2[CH2:35][N:34](C(OC(C)(C)C)=O)[C@H:33]([C:43](=[O:55])[NH:44][C@H:45]3[C:54]4[C:49](=[CH:50][CH:51]=[CH:52][CH:53]=4)[CH2:48][CH2:47][CH2:46]3)[CH2:32]2)=[O:29])=[CH:26][CH:25]=1)[C:11]([C@@H:13]1[CH2:22][C:21]2[C:16](=[CH:17][CH:18]=[CH:19][CH:20]=2)[CH2:15][NH:14]1)=[O:12])[CH3:9].Cl. The catalyst is C(Cl)Cl. The product is [F:1][C:2]1[CH:7]=[CH:6][CH:5]=[CH:4][C:3]=1[C@H:8]([N:10]([CH2:23][C:24]1[CH:57]=[CH:56][C:27]([C:28](=[O:29])[NH:30][C@H:31]2[CH2:32][C@@H:33]([C:43](=[O:55])[NH:44][C@H:45]3[C:54]4[C:49](=[CH:50][CH:51]=[CH:52][CH:53]=4)[CH2:48][CH2:47][CH2:46]3)[NH:34][CH2:35]2)=[CH:26][CH:25]=1)[C:11]([C@@H:13]1[CH2:22][C:21]2[C:16](=[CH:17][CH:18]=[CH:19][CH:20]=2)[CH2:15][NH:14]1)=[O:12])[CH3:9]. The yield is 0.940. (2) The reactants are [B:1](OC(C)C)([O:6]C(C)C)[O:2]C(C)C.[CH3:14][O:15][C:16]1[CH:17]=[C:18](Br)[CH:19]=[N:20][CH:21]=1.[Li]CCCC.Cl. The catalyst is C1(C)C=CC=CC=1.O1CCCC1. The product is [CH3:14][O:15][C:16]1[CH:17]=[C:18]([B:1]([OH:6])[OH:2])[CH:19]=[N:20][CH:21]=1. The yield is 0.940. (3) The reactants are [C:1]1([C:7]23[CH2:14][N:13]([C:15]([O:17][CH2:18][C:19]4[CH:24]=[CH:23][CH:22]=[CH:21][CH:20]=4)=[O:16])[CH2:12][CH:11]2[CH2:10][O:9][NH:8]3)[CH:6]=[CH:5][CH:4]=[CH:3][CH:2]=1.C(OCC)(=O)C. The catalyst is C(O)(=O)C.[Zn]. The product is [NH2:8][C:7]1([C:1]2[CH:6]=[CH:5][CH:4]=[CH:3][CH:2]=2)[CH:11]([CH2:10][OH:9])[CH2:12][N:13]([C:15]([O:17][CH2:18][C:19]2[CH:20]=[CH:21][CH:22]=[CH:23][CH:24]=2)=[O:16])[CH2:14]1. The yield is 0.990.